Predict the reaction yield, written as a fraction of the theoretical maximum amount of product (1.0 means a 100% yield; for example, 0.34 means a 34% yield). From a dataset of Reaction yield outcomes from USPTO patents with 853,638 reactions. (1) The reactants are [CH3:1][N:2]1[CH2:8][CH2:7][CH2:6][NH:5][CH2:4][CH2:3]1.C([O-])([O-])=O.[K+].[K+].Br[C:16]1[CH:17]=[CH:18][C:19]([N+:22]([O-:24])=[O:23])=[N:20][CH:21]=1.O. The catalyst is CS(C)=O. The product is [CH3:1][N:2]1[CH2:8][CH2:7][CH2:6][N:5]([C:16]2[CH:21]=[N:20][C:19]([N+:22]([O-:24])=[O:23])=[CH:18][CH:17]=2)[CH2:4][CH2:3]1. The yield is 0.690. (2) The reactants are [C:1]([O:5][C:6]([N:8]1[CH2:12][CH2:11][CH2:10][CH:9]1[C:13]1[NH:14][C:15]([Br:18])=[CH:16][N:17]=1)=[O:7])([CH3:4])([CH3:3])[CH3:2].[H-].[Na+].[CH3:21][Si:22]([CH2:25][CH2:26][O:27][CH2:28]Cl)([CH3:24])[CH3:23]. The catalyst is CN(C=O)C. The product is [C:1]([O:5][C:6]([N:8]1[CH2:12][CH2:11][CH2:10][CH:9]1[C:13]1[N:14]([CH2:28][O:27][CH2:26][CH2:25][Si:22]([CH3:24])([CH3:23])[CH3:21])[C:15]([Br:18])=[CH:16][N:17]=1)=[O:7])([CH3:4])([CH3:2])[CH3:3]. The yield is 0.830. (3) The reactants are [BH4-].[Li+].CO.C([O:7][C:8](=O)[C:9]([CH3:29])([CH3:28])[CH2:10][CH2:11][CH2:12][CH2:13][C:14](=[O:27])[CH2:15][CH2:16][CH2:17][CH2:18][C:19]([CH3:26])([CH3:25])[C:20](OCC)=[O:21])C.[Cl-].[NH4+]. The catalyst is ClCCl. The product is [CH3:25][C:19]([CH3:26])([CH2:18][CH2:17][CH2:16][CH2:15][CH:14]([OH:27])[CH2:13][CH2:12][CH2:11][CH2:10][C:9]([CH3:29])([CH3:28])[CH2:8][OH:7])[CH2:20][OH:21]. The yield is 0.740. (4) The reactants are [CH2:1]([O:8][C:9]1[CH:14]=[C:13]([O:15][CH2:16][C:17]2[CH:22]=[CH:21][CH:20]=[CH:19][CH:18]=2)[C:12]([CH:23]([CH3:25])[CH3:24])=[CH:11][C:10]=1[C:26]1[O:30][N:29]=[C:28]([C:31]([NH:33][CH2:34][CH3:35])=[O:32])[C:27]=1[C:36](=[N:38][OH:39])[NH2:37])[C:2]1[CH:7]=[CH:6][CH:5]=[CH:4][CH:3]=1.N1C=CC=CC=1.Cl[C:47](=O)[C:48]([O:50][CH2:51][CH3:52])=[O:49]. No catalyst specified. The product is [CH2:1]([O:8][C:9]1[CH:14]=[C:13]([O:15][CH2:16][C:17]2[CH:22]=[CH:21][CH:20]=[CH:19][CH:18]=2)[C:12]([CH:23]([CH3:25])[CH3:24])=[CH:11][C:10]=1[C:26]1[O:30][N:29]=[C:28]([C:31](=[O:32])[NH:33][CH2:34][CH3:35])[C:27]=1[C:36]1[N:37]=[C:47]([C:48]([O:50][CH2:51][CH3:52])=[O:49])[O:39][N:38]=1)[C:2]1[CH:7]=[CH:6][CH:5]=[CH:4][CH:3]=1. The yield is 0.650. (5) The reactants are [Si]([O:8][CH:9]1[C:17]2[C:12](=[C:13]([C:18]3[S:19][C:20]([C:23]4[CH:24]=[CH:25][C:26]([O:31][CH:32]([CH3:34])[CH3:33])=[C:27]([CH:30]=4)[C:28]#[N:29])=[CH:21][N:22]=3)[CH:14]=[CH:15][CH:16]=2)[CH2:11][CH2:10]1)(C(C)(C)C)(C)C.Cl. The catalyst is O1CCOCC1. The product is [OH:8][CH:9]1[C:17]2[C:12](=[C:13]([C:18]3[S:19][C:20]([C:23]4[CH:24]=[CH:25][C:26]([O:31][CH:32]([CH3:34])[CH3:33])=[C:27]([CH:30]=4)[C:28]#[N:29])=[CH:21][N:22]=3)[CH:14]=[CH:15][CH:16]=2)[CH2:11][CH2:10]1. The yield is 0.430. (6) The reactants are C([O:3][C:4]([C:6]1[C:14]2[S:13][C:12]([NH:15][C:16](=[O:20])[NH:17][CH2:18][CH3:19])=[N:11][C:10]=2[CH:9]=[C:8]([C:21]2[CH:22]=[N:23][C:24]([N:27]3[CH2:32][CH2:31][C:30]([CH3:38])([C:33]([O:35][CH2:36][CH3:37])=[O:34])[CH2:29][CH2:28]3)=[N:25][CH:26]=2)[CH:7]=1)=[CH2:5])C. The catalyst is C1COCC1.O. The product is [C:4]([C:6]1[C:14]2[S:13][C:12]([NH:15][C:16](=[O:20])[NH:17][CH2:18][CH3:19])=[N:11][C:10]=2[CH:9]=[C:8]([C:21]2[CH:26]=[N:25][C:24]([N:27]3[CH2:28][CH2:29][C:30]([CH3:38])([C:33]([O:35][CH2:36][CH3:37])=[O:34])[CH2:31][CH2:32]3)=[N:23][CH:22]=2)[CH:7]=1)(=[O:3])[CH3:5]. The yield is 0.640. (7) The reactants are [O:1]1[C:5]2[CH:6]=[CH:7][CH:8]=[C:9]([CH2:10][NH:11][C:12]3[CH:17]=[CH:16][CH:15]=[CH:14][C:13]=3[O:18][C:19]3[CH:24]=[CH:23][CH:22]=[CH:21][CH:20]=3)[C:4]=2[O:3][CH2:2]1.C(N(CC)CC)C.[Br:32][CH2:33][C:34](Cl)=[O:35]. The catalyst is C(Cl)Cl. The product is [O:1]1[C:5]2[CH:6]=[CH:7][CH:8]=[C:9]([CH2:10][N:11]([C:12]3[CH:17]=[CH:16][CH:15]=[CH:14][C:13]=3[O:18][C:19]3[CH:24]=[CH:23][CH:22]=[CH:21][CH:20]=3)[C:34](=[O:35])[CH2:33][Br:32])[C:4]=2[O:3][CH2:2]1. The yield is 0.470. (8) The yield is 0.221. The catalyst is C(#N)C.FC(F)(F)S([O-])(=O)=O.[Sc+3].FC(F)(F)S([O-])(=O)=O.FC(F)(F)S([O-])(=O)=O. The reactants are [C:1]1([C:27]2[CH:32]=[CH:31][CH:30]=[CH:29][CH:28]=2)[CH:6]=[CH:5][C:4]([C@@:7]2(O)[CH2:11][N:10]([C:12]([O:14][CH2:15][C:16]3[CH:21]=[CH:20][CH:19]=[CH:18][CH:17]=3)=[O:13])[C@H:9]([C:22]([O:24][CH3:25])=[O:23])[CH2:8]2)=[CH:3][CH:2]=1.[CH2:33]([SH:36])[CH:34]=[CH2:35]. The product is [CH2:33]([S:36][C@:7]1([C:4]2[CH:5]=[CH:6][C:1]([C:27]3[CH:32]=[CH:31][CH:30]=[CH:29][CH:28]=3)=[CH:2][CH:3]=2)[CH2:11][N:10]([C:12]([O:14][CH2:15][C:16]2[CH:21]=[CH:20][CH:19]=[CH:18][CH:17]=2)=[O:13])[C@H:9]([C:22]([O:24][CH3:25])=[O:23])[CH2:8]1)[CH:34]=[CH2:35]. (9) The reactants are [Br:1][C:2]1[CH:7]=[CH:6][CH:5]=[C:4]([CH2:8][CH2:9][CH:10]=[CH2:11])[CH:3]=1.[I:12]N1C(=O)CCC1=O.CCCC[N+](CCCC)(CCCC)CCCC.[FH:37].F.[F-]. The catalyst is C(Cl)Cl. The product is [Br:1][C:2]1[CH:7]=[CH:6][CH:5]=[C:4]([CH2:8][CH2:9][CH:10]([F:37])[CH2:11][I:12])[CH:3]=1. The yield is 0.500.